This data is from Full USPTO retrosynthesis dataset with 1.9M reactions from patents (1976-2016). The task is: Predict the reactants needed to synthesize the given product. Given the product [CH3:33][O:32][C:27]1[CH:26]=[C:25]([CH2:24][NH:23][CH2:22][CH2:21][CH2:20][NH:19][CH2:18][CH2:17][CH2:16][CH2:15][NH:14][CH2:13][CH2:12][CH2:11][NH:10][CH2:9][C:7]2[CH:6]=[CH:5][C:4]([OH:34])=[C:3]([O:2][CH3:1])[CH:8]=2)[CH:30]=[CH:29][C:28]=1[OH:31].[NH2:60][CH2:59][CH2:58][CH2:57][N:48]1[C:45]2[CH2:46][CH2:47][NH:42][C:43](=[O:71])[C:44]=2[CH:50]=[C:49]1[C:51]1[CH:52]=[CH:53][N:54]=[CH:55][CH:56]=1, predict the reactants needed to synthesize it. The reactants are: [CH3:1][O:2][C:3]1[CH:8]=[C:7]([CH2:9][NH:10][CH2:11][CH2:12][CH2:13][NH:14][CH2:15][CH2:16][CH2:17][CH2:18][NH:19][CH2:20][CH2:21][CH2:22][NH:23][CH2:24][C:25]2[CH:30]=[CH:29][C:28]([OH:31])=[C:27]([O:32][CH3:33])[CH:26]=2)[CH:6]=[CH:5][C:4]=1[OH:34].C(OC([N:42]1[CH2:47][CH2:46][C:45]2[N:48]([CH2:57][CH2:58][CH2:59][NH:60]C(OCC3C=CC=CC=3)=O)[C:49]([C:51]3[CH:56]=[CH:55][N:54]=[CH:53][CH:52]=3)=[CH:50][C:44]=2[C:43]1=[O:71])=O)(C)(C)C.CCO.